This data is from Reaction yield outcomes from USPTO patents with 853,638 reactions. The task is: Predict the reaction yield, written as a fraction of the theoretical maximum amount of product (1.0 means a 100% yield; for example, 0.34 means a 34% yield). (1) The reactants are C([O-])=O.[NH4+].Br[C:6]1[N:7]=[N:8][C:9]([O:12][CH2:13][C:14]2[C:15]([C:20]3[CH:25]=[CH:24][CH:23]=[CH:22][CH:21]=3)=[N:16][O:17][C:18]=2[CH3:19])=[CH:10][CH:11]=1. The catalyst is C(O)C.[Pd]. The product is [CH3:19][C:18]1[O:17][N:16]=[C:15]([C:20]2[CH:21]=[CH:22][CH:23]=[CH:24][CH:25]=2)[C:14]=1[CH2:13][O:12][C:9]1[N:8]=[N:7][CH:6]=[CH:11][CH:10]=1. The yield is 0.380. (2) The reactants are [F:1][C:2]1[CH:7]=[CH:6][C:5]([CH2:8][C:9]2[CH:10]=[C:11]([NH:17][C:18]3[CH:23]=[CH:22][C:21]([O:24][CH3:25])=[CH:20][CH:19]=3)C(C#N)=[N:13][CH:14]=2)=[CH:4][CH:3]=1.[OH-:26].[Na+].[CH2:28]([OH:30])[CH3:29]. No catalyst specified. The product is [F:1][C:2]1[CH:7]=[CH:6][C:5]([CH2:8][C:9]2[CH:10]=[C:11]([NH:17][C:18]3[CH:23]=[CH:22][C:21]([O:24][CH3:25])=[CH:20][CH:19]=3)[C:29]([C:28]([OH:26])=[O:30])=[N:13][CH:14]=2)=[CH:4][CH:3]=1. The yield is 0.950.